Dataset: Forward reaction prediction with 1.9M reactions from USPTO patents (1976-2016). Task: Predict the product of the given reaction. Given the reactants C([O:8][C@@H:9]1[C@@H:14]([O:15]CC2C=CC=CC=2)[C@@H:13]([O:23]CC2C=CC=CC=2)[C@@H:12]([CH2:31][O:32]CC2C=CC=CC=2)[O:11][C@:10]21[C:47]1[CH:46]=[C:45]3[C:48]([CH2:51][C:52]4[CH:57]=[CH:56][C:55]([CH2:58][CH3:59])=[CH:54][CH:53]=4)=[CH:49][S:50][C:44]3=[CH:43][C:42]=1[CH2:41][O:40]2)C1C=CC=CC=1.CC1C(C)=C(C)C(C)=C(C)C=1.B(Cl)(Cl)Cl.CO, predict the reaction product. The product is: [CH2:58]([C:55]1[CH:54]=[CH:53][C:52]([CH2:51][C:48]2[C:45]3[C:44](=[CH:43][C:42]4[CH2:41][O:40][C@:10]5([C:47]=4[CH:46]=3)[C@H:9]([OH:8])[C@@H:14]([OH:15])[C@H:13]([OH:23])[C@@H:12]([CH2:31][OH:32])[O:11]5)[S:50][CH:49]=2)=[CH:57][CH:56]=1)[CH3:59].